From a dataset of Full USPTO retrosynthesis dataset with 1.9M reactions from patents (1976-2016). Predict the reactants needed to synthesize the given product. Given the product [NH:40]1[CH2:39][CH:38]([N:37]2[C:33]([C:4]3[CH:3]=[C:2]([Cl:1])[CH:32]=[CH:31][C:5]=3[O:6][C:7]3[CH:12]=[CH:11][C:10]([S:13]([N:16]([C:24]4[N:25]=[CH:26][S:27][CH:28]=4)[C:17](=[O:23])[O:18][C:19]([CH3:22])([CH3:20])[CH3:21])(=[O:15])=[O:14])=[CH:9][C:8]=3[C:29]#[N:30])=[CH:34][CH:35]=[N:36]2)[CH2:41]1, predict the reactants needed to synthesize it. The reactants are: [Cl:1][C:2]1[CH:32]=[CH:31][C:5]([O:6][C:7]2[CH:12]=[CH:11][C:10]([S:13]([N:16]([C:24]3[N:25]=[CH:26][S:27][CH:28]=3)[C:17](=[O:23])[O:18][C:19]([CH3:22])([CH3:21])[CH3:20])(=[O:15])=[O:14])=[CH:9][C:8]=2[C:29]#[N:30])=[C:4]([C:33]2[N:37]([CH:38]3[CH2:41][N:40](C(C4C=CC=CC=4)C4C=CC=CC=4)[CH2:39]3)[N:36]=[CH:35][CH:34]=2)[CH:3]=1.CN(C)C1C2C(=CC=CC=2N(C)C)C=CC=1.ClC(OC(Cl)C)=O.